Dataset: Full USPTO retrosynthesis dataset with 1.9M reactions from patents (1976-2016). Task: Predict the reactants needed to synthesize the given product. (1) Given the product [NH2:10][C@H:11]1[C:20]2[C:15](=[CH:16][CH:17]=[CH:18][CH:19]=2)[N:14]([C:21]([C:22]2[CH:23]=[CH:24][C:25]([O:28][CH3:29])=[CH:26][CH:27]=2)=[O:30])[C@@H:13]([CH3:31])[CH2:12]1, predict the reactants needed to synthesize it. The reactants are: C(OC(=O)[NH:10][C@H:11]1[C:20]2[C:15](=[CH:16][CH:17]=[CH:18][CH:19]=2)[N:14]([C:21](=[O:30])[C:22]2[CH:27]=[CH:26][C:25]([O:28][CH3:29])=[CH:24][CH:23]=2)[C@@H:13]([CH3:31])[CH2:12]1)C1C=CC=CC=1. (2) Given the product [O:1]=[C:2]([CH3:25])[CH2:3][NH:4][C:5]([C:7]1[C:8]([C:21]([F:22])([F:24])[F:23])=[N:9][C:10]([NH:13][C:14]2[CH:19]=[CH:18][CH:17]=[C:16]([Cl:20])[CH:15]=2)=[N:11][CH:12]=1)=[O:6], predict the reactants needed to synthesize it. The reactants are: [OH:1][CH:2]([CH3:25])[CH2:3][NH:4][C:5]([C:7]1[C:8]([C:21]([F:24])([F:23])[F:22])=[N:9][C:10]([NH:13][C:14]2[CH:19]=[CH:18][CH:17]=[C:16]([Cl:20])[CH:15]=2)=[N:11][CH:12]=1)=[O:6].C(N(CC)CC)C. (3) Given the product [I:1][C:2]1[CH:7]=[C:6]([Si:10]([CH3:12])([CH3:11])[CH3:9])[C:5]([I:8])=[CH:4][C:3]=1[Si:10]([CH3:12])([CH3:11])[CH3:9], predict the reactants needed to synthesize it. The reactants are: [I:1][C:2]1[CH:7]=[CH:6][C:5]([I:8])=[CH:4][CH:3]=1.[CH3:9][Si:10](Cl)([CH3:12])[CH3:11].C([N-]C(C)C)(C)C.[Li+]. (4) Given the product [Br:20][C:16]1[N:15]=[C:14]([CH:28]([OH:29])[CH2:27][O:26][Si:25]([C:22]([CH3:23])([CH3:21])[CH3:24])([CH3:30])[CH3:31])[CH:19]=[CH:18][CH:17]=1, predict the reactants needed to synthesize it. The reactants are: [Li]CCCC.C(=O)=O.CC(C)=O.Br[C:14]1[CH:19]=[CH:18][CH:17]=[C:16]([Br:20])[N:15]=1.[CH3:21][C:22]([Si:25]([CH3:31])([CH3:30])[O:26][CH2:27][CH:28]=[O:29])([CH3:24])[CH3:23].CC(O)=O. (5) Given the product [C:1]([Si:5]([CH3:18])([CH3:17])[O:6][CH2:7][C:8]1[CH:13]=[CH:12][C:11]([CH2:14][CH2:15][CH3:16])=[CH:10][CH:9]=1)([CH3:3])([CH3:4])[CH3:2], predict the reactants needed to synthesize it. The reactants are: [C:1]([Si:5]([CH3:18])([CH3:17])[O:6][CH2:7][C:8]1[CH:13]=[CH:12][C:11]([C:14]#[C:15][CH3:16])=[CH:10][CH:9]=1)([CH3:4])([CH3:3])[CH3:2].[H][H]. (6) Given the product [Br:4][C:5]1[N:10]=[CH:9][C:8]([CH2:11][N:2]([CH3:3])[CH3:1])=[CH:7][CH:6]=1, predict the reactants needed to synthesize it. The reactants are: [CH3:1][NH:2][CH3:3].[Br:4][C:5]1[N:10]=[CH:9][C:8]([CH:11]=O)=[CH:7][CH:6]=1.[BH4-].[Na+]. (7) Given the product [C:1]([O:9][CH2:10][C@@H:11]1[C@@H:12]([O:26][C:27](=[O:34])[C:28]2[CH:33]=[CH:32][CH:31]=[CH:30][CH:29]=2)[C@H:13]([OH:22])[C@:14]([C:24]#[N:25])([N:15]2[CH:20]=[CH:19][C:18](=[O:21])[NH:17][C:16]2=[O:39])[O:23]1)(=[O:8])[C:2]1[CH:3]=[CH:4][CH:5]=[CH:6][CH:7]=1, predict the reactants needed to synthesize it. The reactants are: [C:1]([O:9][CH2:10][C@H:11]1[O:23][C@@:14]2([C:24]#[N:25])[N:15]3[CH:20]=[CH:19][C:18](=[O:21])[N:17]=[C:16]3[O:22][C@H:13]2[C@@H:12]1[O:26][C:27](=[O:34])[C:28]1[CH:33]=[CH:32][CH:31]=[CH:30][CH:29]=1)(=[O:8])[C:2]1[CH:7]=[CH:6][CH:5]=[CH:4][CH:3]=1.Cl.CN(C)C=[O:39].